Dataset: Forward reaction prediction with 1.9M reactions from USPTO patents (1976-2016). Task: Predict the product of the given reaction. (1) Given the reactants [CH2:1]([O:3][C:4](=[O:18])[CH2:5][O:6][C:7]1[CH:12]=[CH:11][C:10]([S:13]([Cl:16])(=[O:15])=[O:14])=[CH:9][C:8]=1[CH3:17])[CH3:2].[CH2:19](OC(=O)COC1C=C(C)C=CC=1C)C, predict the reaction product. The product is: [CH2:1]([O:3][C:4](=[O:18])[CH2:5][O:6][C:7]1[CH:12]=[C:11]([CH3:19])[C:10]([S:13]([Cl:16])(=[O:14])=[O:15])=[CH:9][C:8]=1[CH3:17])[CH3:2]. (2) Given the reactants Br[C:2]1[C:3]([N:22]2[CH2:27][CH2:26][CH2:25][C@@H:24]([OH:28])[CH2:23]2)=[N:4][CH:5]=[C:6]([CH:21]=1)[C:7]([NH:9][C:10]1[CH:15]=[CH:14][C:13]([O:16][C:17]([F:20])([F:19])[F:18])=[CH:12][CH:11]=1)=[O:8].[N:29]1[CH:34]=[C:33](B(O)O)[CH:32]=[N:31][CH:30]=1, predict the reaction product. The product is: [OH:28][C@@H:24]1[CH2:25][CH2:26][CH2:27][N:22]([C:3]2[C:2]([C:33]3[CH:34]=[N:29][CH:30]=[N:31][CH:32]=3)=[CH:21][C:6]([C:7]([NH:9][C:10]3[CH:15]=[CH:14][C:13]([O:16][C:17]([F:20])([F:19])[F:18])=[CH:12][CH:11]=3)=[O:8])=[CH:5][N:4]=2)[CH2:23]1. (3) Given the reactants O[CH2:2][CH2:3][N:4]1[CH2:9][CH2:8][N:7]([C:10]2[CH:17]=[CH:16][C:13]([C:14]#[N:15])=[C:12]([C:18]([F:21])([F:20])[F:19])[CH:11]=2)[CH2:6][CH2:5]1.C(=O)([O-])[O-].[K+].[K+].C1(P(C2C=CC=CC=2)C2C=CC=CC=2)C=CC=CC=1.C(Br)(Br)(Br)[Br:48], predict the reaction product. The product is: [Br:48][CH2:2][CH2:3][N:4]1[CH2:9][CH2:8][N:7]([C:10]2[CH:17]=[CH:16][C:13]([C:14]#[N:15])=[C:12]([C:18]([F:21])([F:20])[F:19])[CH:11]=2)[CH2:6][CH2:5]1. (4) The product is: [Br:22][C:2]1[O:1][C:13]2[C:12]3[CH:11]=[CH:10][CH:9]=[N:8][C:7]=3[NH:6][C:5](=[O:14])[C:4]=2[CH:3]=1. Given the reactants [O:1]1[C:13]2[C:12]3[CH:11]=[CH:10][CH:9]=[N:8][C:7]=3[NH:6][C:5](=[O:14])[C:4]=2[CH:3]=[CH:2]1.C1C(=O)N([Br:22])C(=O)C1.CN(C=O)C, predict the reaction product. (5) Given the reactants [CH3:1][C:2]1[C:3]([N:9]2[CH2:14][CH2:13][N:12]([C:15]([C:17]3[CH:22]=[CH:21][C:20]([N:23]4[C@H:27]([CH2:28][O:29]C(=O)C5C=CC=CC=5)[CH2:26][O:25][C:24]4=[O:38])=[C:19]([F:39])[CH:18]=3)=[O:16])[CH2:11][CH2:10]2)=[N:4][CH:5]=[C:6]([CH3:8])[CH:7]=1.[OH-].[Na+].Cl.[Cl-].[Na+], predict the reaction product. The product is: [CH3:1][C:2]1[C:3]([N:9]2[CH2:10][CH2:11][N:12]([C:15]([C:17]3[CH:22]=[CH:21][C:20]([N:23]4[C@H:27]([CH2:28][OH:29])[CH2:26][O:25][C:24]4=[O:38])=[C:19]([F:39])[CH:18]=3)=[O:16])[CH2:13][CH2:14]2)=[N:4][CH:5]=[C:6]([CH3:8])[CH:7]=1.